This data is from Catalyst prediction with 721,799 reactions and 888 catalyst types from USPTO. The task is: Predict which catalyst facilitates the given reaction. (1) Reactant: [OH-].[Li+].[O:3]1[CH2:8][CH2:7][N:6]([CH2:9][CH2:10][O:11][C:12]2[CH:21]=[CH:20][C:15]([C:16]([O:18]C)=[O:17])=[CH:14][CH:13]=2)[CH2:5][CH2:4]1.C1COCC1.O.Cl. Product: [O:3]1[CH2:8][CH2:7][N:6]([CH2:9][CH2:10][O:11][C:12]2[CH:21]=[CH:20][C:15]([C:16]([OH:18])=[O:17])=[CH:14][CH:13]=2)[CH2:5][CH2:4]1. The catalyst class is: 16. (2) Reactant: [F:1][C:2]1[CH:7]=[CH:6][C:5]([N:8]2[CH2:12][CH2:11][CH:10]([C:13]([OH:15])=[O:14])[C:9]2=[O:16])=[CH:4][CH:3]=1.CO.[CH2:19]1COCC1.[N+](=C[Si](C)(C)C)=[N-]. Product: [F:1][C:2]1[CH:3]=[CH:4][C:5]([N:8]2[CH2:12][CH2:11][CH:10]([C:13]([O:15][CH3:19])=[O:14])[C:9]2=[O:16])=[CH:6][CH:7]=1. The catalyst class is: 28. (3) Reactant: Cl[C:2]1[N:7]=[C:6]([NH:8][C:9]2[CH:18]=[CH:17][CH:16]=[CH:15][C:10]=2[C:11]([NH:13][CH3:14])=[O:12])[C:5]([Cl:19])=[CH:4][N:3]=1.[NH2:20][C:21]1[CH:22]=[CH:23][C:24]2[N:30]([CH3:31])[C:29](=[O:32])[O:28][CH2:27][CH2:26][C:25]=2[CH:33]=1. Product: [Cl:19][C:5]1[C:6]([NH:8][C:9]2[CH:18]=[CH:17][CH:16]=[CH:15][C:10]=2[C:11]([NH:13][CH3:14])=[O:12])=[N:7][C:2]([NH:20][C:21]2[CH:22]=[CH:23][C:24]3[N:30]([CH3:31])[C:29](=[O:32])[O:28][CH2:27][CH2:26][C:25]=3[CH:33]=2)=[N:3][CH:4]=1. The catalyst class is: 41.